Dataset: Reaction yield outcomes from USPTO patents with 853,638 reactions. Task: Predict the reaction yield, written as a fraction of the theoretical maximum amount of product (1.0 means a 100% yield; for example, 0.34 means a 34% yield). (1) The reactants are [OH:1][C:2]1[CH:7]=[CH:6][C:5]([CH3:8])=[CH:4][C:3]=1[C:9](=[O:20])[CH2:10][CH2:11][CH2:12][CH2:13][CH2:14][CH2:15][C:16]([O:18][CH3:19])=[O:17].Cl[C:22]1[C:31]2[C:26](=[CH:27][C:28]([O:34][CH3:35])=[C:29]([O:32][CH3:33])[CH:30]=2)[N:25]=[CH:24][CH:23]=1. The catalyst is CN(C)C1C=CN=CC=1.ClC1C=CC=CC=1Cl. The product is [CH3:33][O:32][C:29]1[CH:30]=[C:31]2[C:26](=[CH:27][C:28]=1[O:34][CH3:35])[N:25]=[CH:24][CH:23]=[C:22]2[O:1][C:2]1[CH:7]=[CH:6][C:5]([CH3:8])=[CH:4][C:3]=1[C:9](=[O:20])[CH2:10][CH2:11][CH2:12][CH2:13][CH2:14][CH2:15][C:16]([O:18][CH3:19])=[O:17]. The yield is 0.0350. (2) The yield is 0.970. The product is [C:1]([O:5][C:6]([N:7]([CH3:8])[C:9]1[CH:10]=[CH:11][C:12]([C:15]#[C:16][CH2:17][CH2:18][CH2:19][O:20][S:23]([CH3:22])(=[O:25])=[O:24])=[CH:13][CH:14]=1)=[O:21])([CH3:3])([CH3:2])[CH3:4]. The catalyst is C(Cl)Cl.CN(C1C=CN=CC=1)C. The reactants are [C:1]([O:5][C:6](=[O:21])[N:7]([C:9]1[CH:14]=[CH:13][C:12]([C:15]#[C:16][CH2:17][CH2:18][CH2:19][OH:20])=[CH:11][CH:10]=1)[CH3:8])([CH3:4])([CH3:3])[CH3:2].[CH3:22][S:23](Cl)(=[O:25])=[O:24].N1C=CC=CC=1.O. (3) The reactants are P(Cl)(Cl)(Cl)(Cl)[Cl:2].[CH3:7][C:8]([CH3:16])([C:13](=O)[CH3:14])[C:9]([O:11][CH3:12])=[O:10]. The catalyst is C(Cl)Cl.CN(C=O)C. The product is [Cl:2][C:13](=[CH2:14])[C:8]([CH3:16])([CH3:7])[C:9]([O:11][CH3:12])=[O:10]. The yield is 0.230. (4) The reactants are [CH3:1][C:2]1[CH:11]=[CH:10][C:9]2[C:4](=[CH:5][C:6]([C:12]([O:14][CH3:15])=[O:13])=[CH:7][CH:8]=2)[N:3]=1.[O:16]1CCOCC1. The catalyst is O. The product is [CH:1]([C:2]1[CH:11]=[CH:10][C:9]2[C:4](=[CH:5][C:6]([C:12]([O:14][CH3:15])=[O:13])=[CH:7][CH:8]=2)[N:3]=1)=[O:16]. The yield is 0.708. (5) The reactants are [Cl:1][C:2]1[N:7]=[CH:6][N+:5]([O-])=[C:4]2[CH2:9][CH2:10][C@@H:11]([CH3:12])[C:3]=12.[C:13]([O:16]C(=O)C)(=[O:15])[CH3:14]. No catalyst specified. The product is [C:13]([O:16][CH:9]1[C:4]2[N:5]=[CH:6][N:7]=[C:2]([Cl:1])[C:3]=2[C@H:11]([CH3:12])[CH2:10]1)(=[O:15])[CH3:14]. The yield is 0.700.